The task is: Predict the product of the given reaction.. This data is from Forward reaction prediction with 1.9M reactions from USPTO patents (1976-2016). (1) Given the reactants [OH-].[Li+].[CH2:3]([O:7][C:8]1[CH:13]=[C:12](/[CH:14]=[C:15](\[O:20][CH3:21])/[C:16]([O:18]C)=[O:17])[CH:11]=[CH:10][C:9]=1[C:22]1[CH:27]=[CH:26][CH:25]=[C:24]([NH:28][C:29]([NH:31][CH2:32][CH2:33][CH2:34][CH2:35][CH2:36][CH2:37][CH3:38])=[O:30])[CH:23]=1)[CH2:4][CH2:5][CH3:6].O.Cl, predict the reaction product. The product is: [CH2:3]([O:7][C:8]1[CH:13]=[C:12](/[CH:14]=[C:15](\[O:20][CH3:21])/[C:16]([OH:18])=[O:17])[CH:11]=[CH:10][C:9]=1[C:22]1[CH:27]=[CH:26][CH:25]=[C:24]([NH:28][C:29]([NH:31][CH2:32][CH2:33][CH2:34][CH2:35][CH2:36][CH2:37][CH3:38])=[O:30])[CH:23]=1)[CH2:4][CH2:5][CH3:6]. (2) Given the reactants [C:1]([O:5][C:6]([NH:8][CH2:9][C@H:10]1[CH2:15][CH2:14][C@H:13]([C:16]([NH:18][C@@H:19]([CH2:23][C:24]2[CH:29]=[CH:28][C:27]([C:30]3[CH:35]=[CH:34][C:33]([C:36](=[O:41])[NH:37][CH:38]([CH3:40])[CH3:39])=[CH:32][C:31]=3[CH3:42])=[CH:26][CH:25]=2)[C:20](O)=[O:21])=[O:17])[CH2:12][CH2:11]1)=[O:7])([CH3:4])([CH3:3])[CH3:2].[NH2:43][C:44]1[CH:45]=[C:46]([Cl:54])[C:47]2[NH:51][C:50](=[O:52])[NH:49][C:48]=2[CH:53]=1.C(N(CC)C(C)C)(C)C.C(P1(=O)OP(=O)(CCC)OP(=O)(CCC)O1)CC, predict the reaction product. The product is: [Cl:54][C:46]1[C:47]2[NH:51][C:50](=[O:52])[NH:49][C:48]=2[CH:53]=[C:44]([NH:43][C:20](=[O:21])[C@@H:19]([NH:18][C:16]([C@H:13]2[CH2:14][CH2:15][C@H:10]([CH2:9][NH:8][C:6](=[O:7])[O:5][C:1]([CH3:4])([CH3:3])[CH3:2])[CH2:11][CH2:12]2)=[O:17])[CH2:23][C:24]2[CH:25]=[CH:26][C:27]([C:30]3[CH:35]=[CH:34][C:33]([C:36](=[O:41])[NH:37][CH:38]([CH3:39])[CH3:40])=[CH:32][C:31]=3[CH3:42])=[CH:28][CH:29]=2)[CH:45]=1. (3) Given the reactants [N:1]1[CH:6]=[CH:5][CH:4]=[C:3]([NH:7][C:8](=[O:15])OCC(Cl)(Cl)Cl)[N:2]=1.[F:16][C:17]1[CH:22]=[C:21]([F:23])[CH:20]=[CH:19][C:18]=1[C:24]1[N:29]=[C:28]([N:30]2[CH2:35][CH2:34][NH:33][CH2:32][CH2:31]2)[CH:27]=[CH:26][N:25]=1.C(N(C(C)C)CC)(C)C.O, predict the reaction product. The product is: [F:16][C:17]1[CH:22]=[C:21]([F:23])[CH:20]=[CH:19][C:18]=1[C:24]1[N:29]=[C:28]([N:30]2[CH2:35][CH2:34][N:33]([C:8]([NH:7][C:3]3[N:2]=[N:1][CH:6]=[CH:5][CH:4]=3)=[O:15])[CH2:32][CH2:31]2)[CH:27]=[CH:26][N:25]=1. (4) Given the reactants [CH2:1]([C@:4]1([CH2:20][C:21]2[CH:26]=[CH:25][CH:24]=[CH:23][CH:22]=2)[C:8](=O)O[C@@H](C(C)(C)C)[N:5]1C(OCC=C)=O)[CH:2]=[CH2:3].N1C[CH2:31][O:30]CC1.[O:33]1CCCC1, predict the reaction product. The product is: [NH2:5][C@:4]([CH2:20][C:21]1[CH:22]=[CH:23][CH:24]=[CH:25][CH:26]=1)([CH2:1][CH:2]=[CH2:3])[CH2:8][C:31]([OH:30])=[O:33].